Dataset: Drug-target binding data from BindingDB using Ki measurements. Task: Regression. Given a target protein amino acid sequence and a drug SMILES string, predict the binding affinity score between them. We predict pKi (pKi = -log10(Ki in M); higher means stronger inhibition). Dataset: bindingdb_ki. (1) The compound is C=C[C@H]1CN2CC[C@H]1C[C@H]2[C@H](O)c1ccnc2ccc(OC)cc12. The target protein (O35913) has sequence MGKSEKRVATHGVRCFAKIKMFLLALTCAYVSKSLSGTYMNSMLTQIERQFGIPTSIVGLINGSFEIGNLLLIIFVSYFGTKLHRPIMIGVGCAVMGLGCFLISLPHFLMGQYEYETILPTSNVSSNSFFCVENRSQTLNPTQDPSECVKEMKSLMWIYVLVGNIIRGIGETPIMPLGISYIEDFAKSENSPLYIGILETGMTIGPLIGLLLASSCANIYVDIESVNTDDLTITPTDTRWVGAWWIGFLVCAGVNILTSFPFFFFPKTLPKEGLQENVDGTENAKEKKHRKKAKEEKRGITKDFFVFMKSLSCNPIYMLFILISVLQFNAFINSFTFMPKYLEQQYGKSTAEVVFLMGLYMLPPICLGYLIGGLIMKKFKVTVKKAAHLAFWLCLSEYLLSFLSYVMTCDNFPVAGLTTSYEGVQHQLYVENKVLADCNTRCNCSTNTWDPVCGDNGLAYMSACLAGCEKSVGTGTNMVFQNCSCIQSSGNSSAVLGLCN.... The pKi is 5.4. (2) The compound is CN([C@@H]1CCc2c(CC(=O)O)c3ccc(C(F)(F)F)cc3n2C1)S(=O)(=O)c1ccc(F)cc1. The target protein (P21731) has sequence MWPNGSSLGPCFRPTNITLEERRLIASPWFAASFCVVGLASNLLALSVLAGARQGGSHTRSSFLTFLCGLVLTDFLGLLVTGTIVVSQHAALFEWHAVDPGCRLCRFMGVVMIFFGLSPLLLGAAMASERYLGITRPFSRPAVASQRRAWATVGLVWAAALALGLLPLLGVGRYTVQYPGSWCFLTLGAESGDVAFGLLFSMLGGLSVGLSFLLNTVSVATLCHVYHGQEAAQQRPRDSEVEMMAQLLGIMVVASVCWLPLLVFIAQTVLRNPPAMSPAGQLSRTTEKELLIYLRVATWNQILDPWVYILFRRAVLRRLQPRLSTRPRSLSLQPQLTQRSGLQ. The pKi is 5.8. (3) The small molecule is Oc1c2c(c(O)n1-c1cccc(C(F)(F)F)c1)C1C=CC2C1. The target protein (P10275) has sequence MEVQLGLGRVYPRPPSKTYRGAFQNLFQSVREVIQNPGPRHPEAASAAPPGASLLLLQQQQQQQQQQQQQQQQQQQQQQQETSPRQQQQQQGEDGSPQAHRRGPTGYLVLDEEQQPSQPQSALECHPERGCVPEPGAAVAASKGLPQQLPAPPDEDDSAAPSTLSLLGPTFPGLSSCSADLKDILSEASTMQLLQQQQQEAVSEGSSSGRAREASGAPTSSKDNYLGGTSTISDNAKELCKAVSVSMGLGVEALEHLSPGEQLRGDCMYAPLLGVPPAVRPTPCAPLAECKGSLLDDSAGKSTEDTAEYSPFKGGYTKGLEGESLGCSGSAAAGSSGTLELPSTLSLYKSGALDEAAAYQSRDYYNFPLALAGPPPPPPPPHPHARIKLENPLDYGSAWAAAAAQCRYGDLASLHGAGAAGPGSGSPSAAASSSWHTLFTAEEGQLYGPCGGGGGGGGGGGGGGGGGGGGGGGEAGAVAPYGYTRPPQGLAGQESDFTAP.... The pKi is 8.2. (4) The compound is Clc1ccc(C2CC3CCC2N3)cn1. The target protein (P04756) has sequence MELSTVLLLLGLCSAGLVLGSEHETRLVAKLFEDYSSVVRPVEDHREIVQVTVGLQLIQLINVDEVNQIVTTNVRLKQQWVDYNLKWNPDDYGGVKKIHIPSEKIWRPDVVLYNNADGDFAIVKFTKVLLDYTGHITWTPPAIFKSYCEIIVTHFPFDEQNCSMKLGTWTYDGSVVAINPESDQPDLSNFMESGEWVIKEARGWKHWVFYSCCPTTPYLDITYHFVMQRLPLYFIVNVIIPCLLFSFLTSLVFYLPTDSGEKMTLSISVLLSLTVFLLVIVELIPSTSSAVPLIGKYMLFTMVFVIASIIITVIVINTHHRSPSTHIMPEWVRKVFIDTIPNIMFFSTMKRPSRDKQEKRIFTEDIDISDISGKPGPPPMGFHSPLIKHPEVKSAIEGVKYIAETMKSDQESNNAAEEWKYVAMVMDHILLGVFMLVCLIGTLAVFAGRLIELHQQG. The pKi is 6.1. (5) The compound is CC(C)C[C@H](NC(=O)c1ccc(N(C)C)cc1)C(=O)N1OCC2[C@H]1C(=O)CN2C(=O)c1ccccc1. The target protein (P36400) has sequence MATSRAALCAVAVVCVVLAAACAPARAIHVGTPAAALFEEFKRTYGRAYETLAEEQQRLANFERNLELMREHQARNPHAQFGITKFFDLSEAEFAARYLNGAAYFAAAKRHAAQHYRKARADLSAVPDAVDWREKGAVTPVKDQGACGSCWAFSAVGNIEGQWYLAGHELVSLSEQQLVSCDDMNDGCDGGLMLQAFDWLLQNTNGHLHTEDSYPYVSGNGYVPECSNSSELVVGAQIDGHVLIGSSEKAMAAWLAKNGPIAIALDASSFMSYKSGVLTACIGKQLNHGVLLVGYDMTGEVPYWVIKNSWGGDWGEQGYVRVVMGVNACLLSEYPVSAHVRESAAPGTSTSSETPAPRPVMVEQVICFDKNCTQGCRKTLIKANECHKNGGGGASMIKCSPQKVTMCTYSNEFCVGGGLCFETPDGKCAPYFLGSIMNTCHYT. The pKi is 6.0. (6) The compound is O=C(O)c1cc(O)c(O)c(CP(=O)(O)O)c1. The target protein (P07639) has sequence MERIVVTLGERSYPITIASGLFNEPASFLPLKSGEQVMLVTNETLAPLYLDKVRGVLEQAGVNVDSVILPDGEQYKSLAVLDTVFTALLQKPHGRDTTLVALGGGVVGDLTGFAAASYQRGVRFIQVPTTLLSQVDSSVGGKTAVNHPLGKNMIGAFYQPASVVVDLDCLKTLPPRELASGLAEVIKYGIILDGAFFNWLEENLDALLRLDGPAMAYCIRRCCELKAEVVAADERETGLRALLNLGHTFGHAIEAEMGYGNWLHGEAVAAGMVMAARTSERLGQFSSAETQRIITLLKRAGLPVNGPREMSAQAYLPHMLRDKKVLAGEMRLILPLAIGKSEVRSGVSHELVLNAIADCQSA. The pKi is 6.5. (7) The small molecule is CC(=O)Nc1nnc(S(N)(=O)=O)s1. The target protein sequence is MNWLVAALAVCVLVPSANCASDSVAWCYHQPSCNDTTWPTIAAKYCNGTRQSPINIVSASAEPNANLTEFTFQNYGDTSILKKILNTGKTVQVSLGSGVSISGGDLSEAYDSLQFHLHWGKGSSIPGSDGKRYPMELHIVNSKSTFNGNTTLAVKDSTGLAALGFFIEETSGNETQQPASWNTLTSYLANITNSGDSVSIAPGISLDDLLVGVDRTKYYRYLGSLTTPQLQEAVVWTVFKDSIKVSKDLIDLFSTTVHVSNTSSPLMTNVFRNVQPAQPVTTQAASSSATSKTCYSLGLMALSLALGRS. The pKi is 5.2. (8) The compound is CC(C)C[C@H](NC(=O)[C@H](C)NC(=O)C[C@H](O)[C@H](COCc1cccc(-c2ccsc2)c1)NC(=O)[C@@H](NC(=O)c1ccccn1)C(C)C)C(N)=O. The target protein (P39898) has sequence MALSIKEDFSSAFAKNESAVNSSTFNNNMKTWKIQKRFQILYVFFFLLITGALFYYLIDNVLFPKNKKINEIMNTSKHVIIGFSIENSHDRIMKTVKQHRLKNYIKESLKFFKTGLTQKPHLGNAGDSVTLNDVANVMYYGEAQIGDNKQKFAFIFDTGSANLWVPSAQCNTIGCKTKNLYDSNKSKTYEKDGTKVEMNYVSGTVSGFFSKDIVTIANLSFPYKFIEVTDTNGFEPAYTLGQFDGIVGLGWKDLSIGSVDPVVVELKNQNKIEQAVFTFYLPFDDKHKGYLTIGGIEDRFYEGQLTYEKLNHDLYWQVDLDLHFGNLTVEKATAIVDSGTSSITAPTEFLNKFFEGLDVVKIPFLPLYITTCNNPKLPTLEFRSATNVYTLEPEYYLQQIFDFGISLCMVSIIPVDLNKNTFILGDPFMRKYFTVFDYDNHTVGFALAKKKL. The pKi is 9.3.